Task: Predict which catalyst facilitates the given reaction.. Dataset: Catalyst prediction with 721,799 reactions and 888 catalyst types from USPTO (1) Reactant: [CH3:1][N:2]1[CH2:7][CH2:6][CH:5]([NH2:8])[CH2:4][CH2:3]1.CCN(C(C)C)C(C)C.Cl.[Cl:19][C:20]1[CH:25]=[CH:24][N:23]=[C:22]([C:26](Cl)=[O:27])[CH:21]=1. Product: [Cl:19][C:20]1[CH:25]=[CH:24][N:23]=[C:22]([C:26]([NH:8][CH:5]2[CH2:6][CH2:7][N:2]([CH3:1])[CH2:3][CH2:4]2)=[O:27])[CH:21]=1. The catalyst class is: 49. (2) Reactant: [NH:1]([C:3]([CH:5]1[CH2:10][CH2:9][N:8](C(OC(C)(C)C)=O)[CH2:7][CH2:6]1)=O)[NH2:2].[N:18]1[CH:23]=[CH:22][CH:21]=[CH:20][C:19]=1[C:24]#[N:25].Br[CH:27]([C:29]1[CH:34]=[CH:33][C:32]([C:35]2[C:40]([C:41]3[CH:46]=[CH:45][CH:44]=[CH:43][CH:42]=3)=[CH:39][N:38]3[CH:47]=[CH:48][N:49]=[C:37]3[N:36]=2)=[CH:31][CH:30]=1)[CH3:28]. Product: [C:41]1([C:40]2[C:35]([C:32]3[CH:33]=[CH:34][C:29]([CH:27]([N:8]4[CH2:7][CH2:6][CH:5]([C:3]5[N:25]=[C:24]([C:19]6[CH:20]=[CH:21][CH:22]=[CH:23][N:18]=6)[NH:2][N:1]=5)[CH2:10][CH2:9]4)[CH3:28])=[CH:30][CH:31]=3)=[N:36][C:37]3[N:38]([CH:47]=[CH:48][N:49]=3)[CH:39]=2)[CH:42]=[CH:43][CH:44]=[CH:45][CH:46]=1. The catalyst class is: 121. (3) Reactant: [N:1]1([CH:7]2[CH2:12][CH2:11][N:10]([C:13](=[O:54])[CH:14]([NH:34][C:35]([N:37]3[CH2:42][CH2:41][CH:40]([N:43]4[CH2:52][C:51]5[C:46](=[CH:47][CH:48]=[CH:49][CH:50]=5)[NH:45][C:44]4=[O:53])[CH2:39][CH2:38]3)=[O:36])[CH2:15][C:16]3[CH:17]=[C:18]4[C:22](=[CH:23][CH:24]=3)[N:21](S(CC[Si](C)(C)C)(=O)=O)[CH:20]=[CH:19]4)[CH2:9][CH2:8]2)[CH2:6][CH2:5][CH2:4][CH2:3][CH2:2]1.[F-].[Cs+]. Product: [N:1]1([CH:7]2[CH2:12][CH2:11][N:10]([C:13](=[O:54])[CH:14]([NH:34][C:35]([N:37]3[CH2:42][CH2:41][CH:40]([N:43]4[CH2:52][C:51]5[C:46](=[CH:47][CH:48]=[CH:49][CH:50]=5)[NH:45][C:44]4=[O:53])[CH2:39][CH2:38]3)=[O:36])[CH2:15][C:16]3[CH:17]=[C:18]4[C:22](=[CH:23][CH:24]=3)[NH:21][CH:20]=[CH:19]4)[CH2:9][CH2:8]2)[CH2:2][CH2:3][CH2:4][CH2:5][CH2:6]1. The catalyst class is: 10. (4) Reactant: BrC1[C:14]([C:15]([CH3:18])([CH3:17])[CH3:16])=[CH:13][C:12]2[C:11]3[C:6](=[CH:7][C:8](Br)=[C:9]([C:19]([CH3:22])([CH3:21])[CH3:20])[CH:10]=3)[CH2:5][C:4]=2[CH:3]=1.C(Cl)Cl.[C:27](OC)(C)(C)C.C[Mg]Br.CCO[CH2:39][CH3:40]. Product: [CH3:27][C:8]1[C:9]([C:19]([CH3:21])([CH3:20])[CH3:22])=[CH:10][C:11]2[C:12]3[C:4](=[CH:3][C:39]([CH3:40])=[C:14]([C:15]([CH3:16])([CH3:18])[CH3:17])[CH:13]=3)[CH2:5][C:6]=2[CH:7]=1. The catalyst class is: 140.